This data is from Full USPTO retrosynthesis dataset with 1.9M reactions from patents (1976-2016). The task is: Predict the reactants needed to synthesize the given product. (1) Given the product [C:47]1([N:46]([C:13]2[C:56]([CH3:55])=[CH:57][C:58]([C:53]([CH3:54])([CH3:59])[CH3:27])=[CH:12][C:10]=2[CH3:11])[C:43]2[CH:44]=[CH:45][C:40]([N:39]([C:33]3[CH:38]=[CH:37][CH:36]=[CH:35][CH:34]=3)[C:15]3[C:20]([CH3:21])=[CH:19][C:18]([C:22]([CH3:25])([CH3:24])[CH3:23])=[CH:17][C:16]=3[CH3:26])=[CH:41][CH:42]=2)[CH:52]=[CH:51][CH:50]=[CH:49][CH:48]=1, predict the reactants needed to synthesize it. The reactants are: [C:10](P([C:10]([CH3:13])([CH3:12])[CH3:11])[C:10]([CH3:13])([CH3:12])[CH3:11])([CH3:13])([CH3:12])[CH3:11].Br[C:15]1[C:20]([CH3:21])=[CH:19][C:18]([C:22]([CH3:25])([CH3:24])[CH3:23])=[CH:17][C:16]=1[CH3:26].[C:27](O[Na])(C)(C)C.[C:33]1([NH:39][C:40]2[CH:45]=[CH:44][C:43]([NH:46][C:47]3[CH:52]=[CH:51][CH:50]=[CH:49][CH:48]=3)=[CH:42][CH:41]=2)[CH:38]=[CH:37][CH:36]=[CH:35][CH:34]=1.[C:53]1([CH3:59])[CH:58]=[CH:57][CH:56]=[CH:55][CH:54]=1. (2) Given the product [NH2:42][CH2:41][C:39]1[N:38]=[N:37][N:36]([CH2:35][C@@H:27]2[C@H:26]([NH:25][C:23](=[O:24])/[C:22](=[N:21]\[O:20][C:17]3([C:15]([OH:16])=[O:14])[CH2:19][CH2:18]3)/[C:50]3[N:51]=[C:52]([NH2:55])[S:53][CH:54]=3)[C:29](=[O:30])[N:28]2[S:31]([OH:34])(=[O:33])=[O:32])[CH:40]=1, predict the reactants needed to synthesize it. The reactants are: C([O:14][C:15]([C:17]1([O:20]/[N:21]=[C:22](/[C:50]2[N:51]=[C:52]([NH:55]C(OC(C)(C)C)=O)[S:53][CH:54]=2)\[C:23]([NH:25][C@@H:26]2[C:29](=[O:30])[N:28]([S:31]([OH:34])(=[O:33])=[O:32])[C@@H:27]2[CH2:35][N:36]2[CH:40]=[C:39]([CH2:41][NH:42]C(OC(C)(C)C)=O)[N:38]=[N:37]2)=[O:24])[CH2:19][CH2:18]1)=[O:16])(C1C=CC=CC=1)C1C=CC=CC=1.C(O)(C(F)(F)F)=O. (3) Given the product [CH2:35]([S:42][C:43]1[CH:44]=[C:45]2[C:50](=[CH:51][CH:52]=1)[C:49]([C:53]1[C:58]([O:59][CH3:60])=[CH:57][NH:56][C:55](=[O:63])[CH:54]=1)=[N:48][CH:47]=[CH:46]2)[C:36]1[CH:41]=[CH:40][CH:39]=[CH:38][CH:37]=1, predict the reactants needed to synthesize it. The reactants are: C(P(CC(C)C)C1C(C)=C(C)C(C)=C(C)C=1C1C(C(C)C)=CC(C(C)C)=CC=1C(C)C)C(C)C.[CH2:35]([S:42][C:43]1[CH:44]=[C:45]2[C:50](=[CH:51][CH:52]=1)[C:49]([C:53]1[C:58]([O:59][CH3:60])=[CH:57][N:56]=[C:55](Cl)[CH:54]=1)=[N:48][CH:47]=[CH:46]2)[C:36]1[CH:41]=[CH:40][CH:39]=[CH:38][CH:37]=1.C[OH:63]. (4) Given the product [N+:18]([C:15]1[CH:16]=[CH:17][C:12]([C:11]([O:10][C@H:8]2[CH2:7][C@@H:6]([C:22]([O:24][CH3:33])=[O:23])[C@H:5]([C:3](=[O:4])[N:26]([CH2:27][CH2:28][CH2:29][CH2:30][CH:31]=[CH2:32])[CH3:25])[CH2:9]2)=[O:21])=[CH:13][CH:14]=1)([O-:20])=[O:19], predict the reactants needed to synthesize it. The reactants are: CO[C:3]([C@@H:5]1[CH2:9][C@H:8]([O:10][C:11](=[O:21])[C:12]2[CH:17]=[CH:16][C:15]([N+:18]([O-:20])=[O:19])=[CH:14][CH:13]=2)[CH2:7][C@H:6]1[C:22]([OH:24])=[O:23])=[O:4].[CH3:25][NH:26][CH2:27][CH2:28][CH2:29][CH2:30][CH:31]=[CH2:32].[CH2:33](OC(N1C2C(=CC=CC=2)C=CC1OCC)=O)C.Cl.CC1CCCO1. (5) Given the product [CH2:50]([N:3]([CH2:1][CH3:2])[C:4]1[CH:9]=[CH:8][C:7]([NH:10][C:11]([C:12]2[CH:13]=[C:14]([CH:27]=[CH:28][CH:29]=2)[C:15]([N:17]([CH2:18][CH2:19][N:20]2[CH2:25][CH2:24][N:23]([C:52]([O:53][CH2:54][CH2:55][O:56][CH2:57][CH2:58][O:59][CH2:60][CH2:61][O:62][CH2:63][CH2:64][O:65][CH2:66][CH2:67][O:68][CH2:69][CH2:70][O:71][CH2:72][CH2:73][O:74][CH3:75])=[O:76])[CH2:22][CH2:21]2)[CH3:26])=[O:16])=[O:30])=[C:6]([C:31]2[CH:36]=[C:35]([C:37](=[O:49])[NH:38][C@@H:39]3[C:48]4[C:43](=[CH:44][CH:45]=[CH:46][CH:47]=4)[CH2:42][CH2:41][CH2:40]3)[CH:34]=[CH:33][N:32]=2)[CH:5]=1)[CH3:51], predict the reactants needed to synthesize it. The reactants are: [CH2:1]([N:3]([CH2:50][CH3:51])[C:4]1[CH:9]=[CH:8][C:7]([NH:10][C:11](=[O:30])[C:12]2[CH:29]=[CH:28][CH:27]=[C:14]([C:15]([N:17]([CH3:26])[CH2:18][CH2:19][N:20]3[CH2:25][CH2:24][NH:23][CH2:22][CH2:21]3)=[O:16])[CH:13]=2)=[C:6]([C:31]2[CH:36]=[C:35]([C:37](=[O:49])[NH:38][C@@H:39]3[C:48]4[C:43](=[CH:44][CH:45]=[CH:46][CH:47]=4)[CH2:42][CH2:41][CH2:40]3)[CH:34]=[CH:33][N:32]=2)[CH:5]=1)[CH3:2].[C:52](=O)([O:76]C1C=CC([N+]([O-])=O)=CC=1)[O:53][CH2:54][CH2:55][O:56][CH2:57][CH2:58][O:59][CH2:60][CH2:61][O:62][CH2:63][CH2:64][O:65][CH2:66][CH2:67][O:68][CH2:69][CH2:70][O:71][CH2:72][CH2:73][O:74][CH3:75]. (6) Given the product [C:1]([O:5][C:6]([N:8]1[CH2:13][C@@H:12]([C:14](=[O:37])[NH:15][CH2:16][C:17]2([CH2:31][CH2:32][CH2:33][CH2:34][O:35][CH3:36])[C:18]3[CH:19]=[CH:20][CH:21]=[CH:22][C:23]=3[O:24][C:25]3[C:30]2=[CH:29][CH:28]=[CH:27][CH:26]=3)[CH2:11][C@@H:10]([C:38](=[O:39])[N:46]([CH2:42][CH:43]([CH3:45])[CH3:44])[CH3:47])[CH2:9]1)=[O:7])([CH3:2])([CH3:4])[CH3:3], predict the reactants needed to synthesize it. The reactants are: [C:1]([O:5][C:6]([N:8]1[CH2:13][C@@H:12]([C:14](=[O:37])[NH:15][CH2:16][C:17]2([CH2:31][CH2:32][CH2:33][CH2:34][O:35][CH3:36])[C:30]3[CH:29]=[CH:28][CH:27]=[CH:26][C:25]=3[O:24][C:23]3[C:18]2=[CH:19][CH:20]=[CH:21][CH:22]=3)[CH2:11][C@@H:10]([C:38](O)=[O:39])[CH2:9]1)=[O:7])([CH3:4])([CH3:3])[CH3:2].Cl.[CH2:42]([NH:46][CH3:47])[CH:43]([CH3:45])[CH3:44]. (7) Given the product [N:12]1[CH:17]=[CH:16][CH:15]=[CH:14][C:13]=1[C:2]1[CH:11]=[C:10]2[C:5]([CH:6]=[CH:7][N:8]=[CH:9]2)=[CH:4][CH:3]=1, predict the reactants needed to synthesize it. The reactants are: Br[C:2]1[CH:11]=[C:10]2[C:5]([CH:6]=[CH:7][N:8]=[CH:9]2)=[CH:4][CH:3]=1.[N:12]1[CH:17]=[CH:16][C:15](B(O)O)=[CH:14][CH:13]=1.C(=O)([O-])[O-].[Ca+2].C(COC)OC. (8) Given the product [F:1][C:2]1([F:13])[O:6][C:5]2[CH:7]=[CH:8][C:9]3[C:17]4[CH2:16][NH:15][CH2:20][CH2:19][C:18]=4[NH:11][C:10]=3[C:4]=2[O:3]1, predict the reactants needed to synthesize it. The reactants are: [F:1][C:2]1([F:13])[O:6][C:5]2[CH:7]=[CH:8][CH:9]=[C:10]([NH:11]N)[C:4]=2[O:3]1.Cl.[NH:15]1[CH2:20][CH2:19][C:18](=O)[CH2:17][CH2:16]1.Cl. (9) Given the product [Cl:3][C:8]1[C:7]([Cl:6])=[C:12]([CH:13]([O:17][CH2:18][CH3:19])[O:14][CH2:15][CH3:16])[N:11]=[C:10]([CH:20]2[CH2:22][CH2:21]2)[N:9]=1, predict the reactants needed to synthesize it. The reactants are: P(Cl)(Cl)([Cl:3])=O.[Cl:6][C:7]1[C:8](=O)[N:9]=[C:10]([CH:20]2[CH2:22][CH2:21]2)[NH:11][C:12]=1[CH:13]([O:17][CH2:18][CH3:19])[O:14][CH2:15][CH3:16].CN(C)C=O.C(=O)([O-])[O-].[Na+].[Na+].